Dataset: Retrosynthesis with 50K atom-mapped reactions and 10 reaction types from USPTO. Task: Predict the reactants needed to synthesize the given product. Given the product COC(=O)c1c([N+](=O)[O-])ccc(F)c1CBr, predict the reactants needed to synthesize it. The reactants are: COC(=O)c1c([N+](=O)[O-])ccc(F)c1C.O=C1CCC(=O)N1Br.